Dataset: Catalyst prediction with 721,799 reactions and 888 catalyst types from USPTO. Task: Predict which catalyst facilitates the given reaction. (1) Reactant: [CH3:1][S:2]([C:5]1[N:9]([C:10]2[CH:11]=[CH:12][C:13]([O:19][CH3:20])=[C:14]([CH:18]=2)[C:15]([OH:17])=O)[CH:8]=[N:7][N:6]=1)(=[O:4])=[O:3].Cl.Cl.[CH2:23]([O:25][CH2:26][CH2:27][N:28]1[C:32]2[CH:33]=[CH:34][CH:35]=[CH:36][C:31]=2[N:30]=[C:29]1[N:37]1[CH2:43][CH2:42][CH2:41][N:40]([CH2:44][CH2:45][C@:46]2([C:51]3[CH:56]=[CH:55][CH:54]=[CH:53][CH:52]=3)[CH2:50][CH2:49][NH:48][CH2:47]2)[CH2:39][CH2:38]1)[CH3:24].O.ON1C2C=CC=CC=2N=N1.CN(C)CCCN=C=NCC.C(N(C(C)C)CC)(C)C. Product: [CH2:23]([O:25][CH2:26][CH2:27][N:28]1[C:32]2[CH:33]=[CH:34][CH:35]=[CH:36][C:31]=2[N:30]=[C:29]1[N:37]1[CH2:43][CH2:42][CH2:41][N:40]([CH2:44][CH2:45][C@:46]2([C:51]3[CH:56]=[CH:55][CH:54]=[CH:53][CH:52]=3)[CH2:50][CH2:49][N:48]([C:15]([C:14]3[CH:18]=[C:10]([N:9]4[CH:8]=[N:7][N:6]=[C:5]4[S:2]([CH3:1])(=[O:3])=[O:4])[CH:11]=[CH:12][C:13]=3[O:19][CH3:20])=[O:17])[CH2:47]2)[CH2:39][CH2:38]1)[CH3:24]. The catalyst class is: 98. (2) Product: [CH3:1][O:2][C:3]([CH2:4][C:9]1[C:10](=[O:45])[NH:11][C:12](=[O:36])[N:13]([CH:35]=1)[C@@H:14]1[O:34][C@H:27]([CH2:28][OH:29])[C@@H:21]([OH:22])[C@H:15]1[OH:16])=[O:46]. Reactant: [CH3:1][O:2][C:3](=[O:46])[CH:4]([C:9]1[C:10](=[O:45])[N:11](C(=O)C2C=CC=CC=2)[C:12](=[O:36])[N:13]([CH:35]=1)[C@@H:14]1[O:34][C@H:27]([CH2:28][O:29]OC(=O)C)[C@@H:21]([O:22]OC(=O)C)[C@H:15]1[O:16]OC(=O)C)C(OC)=O.C[O-].[Na+].C(=O)(O)[O-].[Na+]. The catalyst class is: 5. (3) Reactant: [Cl-].O[NH3+:3].[C:4](=[O:7])([O-])[OH:5].[Na+].CS(C)=O.[CH2:13]([C:15]1[N:16]([C:40]2[CH:45]=[CH:44][C:43]([O:46][CH:47]([CH3:49])[CH3:48])=[CH:42][CH:41]=2)[C:17](=[O:39])[C:18]([CH2:24][C:25]2[CH:30]=[CH:29][C:28]([C:31]3[C:32]([C:37]#[N:38])=[CH:33][CH:34]=[CH:35][CH:36]=3)=[CH:27][CH:26]=2)=[C:19]([CH2:21][CH2:22][CH3:23])[N:20]=1)[CH3:14]. Product: [CH2:13]([C:15]1[N:16]([C:40]2[CH:45]=[CH:44][C:43]([O:46][CH:47]([CH3:49])[CH3:48])=[CH:42][CH:41]=2)[C:17](=[O:39])[C:18]([CH2:24][C:25]2[CH:30]=[CH:29][C:28]([C:31]3[CH:36]=[CH:35][CH:34]=[CH:33][C:32]=3[C:37]3[NH:3][C:4](=[O:7])[O:5][N:38]=3)=[CH:27][CH:26]=2)=[C:19]([CH2:21][CH2:22][CH3:23])[N:20]=1)[CH3:14]. The catalyst class is: 6. (4) Reactant: [N+](C1C=C(S(O[CH2:14][C@@H:15]2[CH2:17][O:16]2)(=O)=O)C=CC=1)([O-])=O.[F:18][C:19]1[CH:24]=[CH:23][C:22]([CH2:25][CH2:26][C:27]([O:29][CH3:30])=[O:28])=[C:21]([OH:31])[CH:20]=1.C([O-])([O-])=O.[Cs+].[Cs+]. Product: [F:18][C:19]1[CH:24]=[CH:23][C:22]([CH2:25][CH2:26][C:27]([O:29][CH3:30])=[O:28])=[C:21]([O:31][CH2:14][C@@H:15]2[CH2:17][O:16]2)[CH:20]=1. The catalyst class is: 3. (5) Reactant: [CH2:1]([N:3]1[C:7]2=[N:8][C:9]([CH2:32][CH3:33])=[C:10]([CH2:19][NH:20][C:21]([C:23]3[CH:24]=[C:25]([CH:29]=[CH:30][CH:31]=3)[C:26](O)=[O:27])=[O:22])[C:11]([NH:12][CH:13]3[CH2:18][CH2:17][O:16][CH2:15][CH2:14]3)=[C:6]2[CH:5]=[N:4]1)[CH3:2].CN(C(ON1N=NC2C=CC=CC1=2)=[N+](C)C)C.F[P-](F)(F)(F)(F)F.[NH2:58][CH2:59][C:60]1[CH:61]=[CH:62][C:63]([F:74])=[C:64]([C:66]2[CH:71]=[CH:70][CH:69]=[C:68]([CH2:72][OH:73])[CH:67]=2)[CH:65]=1.C(N(CC)CC)C. The catalyst class is: 2. Product: [CH2:1]([N:3]1[C:7]2=[N:8][C:9]([CH2:32][CH3:33])=[C:10]([CH2:19][NH:20][C:21]([C:23]3[CH:31]=[CH:30][CH:29]=[C:25]([C:26]([NH:58][CH2:59][C:60]4[CH:65]=[C:64]([C:66]5[CH:71]=[CH:70][CH:69]=[C:68]([CH2:72][OH:73])[CH:67]=5)[C:63]([F:74])=[CH:62][CH:61]=4)=[O:27])[CH:24]=3)=[O:22])[C:11]([NH:12][CH:13]3[CH2:18][CH2:17][O:16][CH2:15][CH2:14]3)=[C:6]2[CH:5]=[N:4]1)[CH3:2]. (6) Reactant: [CH:1]([C:4]1[C:12]2[C:11]([N:13]3[CH2:18][CH:17]4[CH2:19][CH:14]3[CH2:15][CH:16]4[O:20][CH2:21][CH2:22][OH:23])=[N:10][CH:9]=[N:8][C:7]=2[S:6][CH:5]=1)([CH3:3])[CH3:2].C(N(CC)CC)C.[CH3:31][S:32](Cl)(=[O:34])=[O:33]. Product: [CH3:31][S:32]([O:23][CH2:22][CH2:21][O:20][CH:16]1[CH2:15][CH:14]2[CH2:19][CH:17]1[CH2:18][N:13]2[C:11]1[C:12]2[C:4]([CH:1]([CH3:3])[CH3:2])=[CH:5][S:6][C:7]=2[N:8]=[CH:9][N:10]=1)(=[O:34])=[O:33]. The catalyst class is: 2. (7) Reactant: [NH2:1][CH2:2][C:3]1[C:4]([F:20])=[C:5]([O:10][C:11]2[CH:12]=[C:13]([CH:16]=[C:17]([Cl:19])[CH:18]=2)[C:14]#[N:15])[C:6]([Cl:9])=[CH:7][CH:8]=1.CCN(C(C)C)C(C)C.[C:30]1([C:36]2[N:37]=[N:38][S:39][C:40]=2[C:41](O)=[O:42])[CH:35]=[CH:34][CH:33]=[CH:32][CH:31]=1.CN(C(ON1N=NC2C=CC=NC1=2)=[N+](C)C)C.F[P-](F)(F)(F)(F)F. Product: [Cl:9][C:6]1[CH:7]=[CH:8][C:3]([CH2:2][NH:1][C:41]([C:40]2[S:39][N:38]=[N:37][C:36]=2[C:30]2[CH:31]=[CH:32][CH:33]=[CH:34][CH:35]=2)=[O:42])=[C:4]([F:20])[C:5]=1[O:10][C:11]1[CH:12]=[C:13]([C:14]#[N:15])[CH:16]=[C:17]([Cl:19])[CH:18]=1. The catalyst class is: 121. (8) Reactant: Cl[C:2]1[C:7]([O:8][CH:9]([CH2:12][CH3:13])[CH2:10][CH3:11])=[CH:6][C:5]([CH3:14])=[C:4]([C:15]2[CH:20]=[CH:19][C:18]([O:21][C:22]([F:25])([F:24])[F:23])=[CH:17][C:16]=2[O:26][CH3:27])[N:3]=1.[CH2:28](B(O)O)[CH3:29].C([O-])([O-])=O.[Na+].[Na+]. Product: [CH2:28]([C:2]1[C:7]([O:8][CH:9]([CH2:12][CH3:13])[CH2:10][CH3:11])=[CH:6][C:5]([CH3:14])=[C:4]([C:15]2[CH:20]=[CH:19][C:18]([O:21][C:22]([F:25])([F:24])[F:23])=[CH:17][C:16]=2[O:26][CH3:27])[N:3]=1)[CH3:29]. The catalyst class is: 109.